Dataset: NCI-60 drug combinations with 297,098 pairs across 59 cell lines. Task: Regression. Given two drug SMILES strings and cell line genomic features, predict the synergy score measuring deviation from expected non-interaction effect. (1) Drug 1: C1=CC(=CC=C1C#N)C(C2=CC=C(C=C2)C#N)N3C=NC=N3. Drug 2: CCC1=C2CN3C(=CC4=C(C3=O)COC(=O)C4(CC)O)C2=NC5=C1C=C(C=C5)O. Cell line: TK-10. Synergy scores: CSS=5.35, Synergy_ZIP=-0.504, Synergy_Bliss=2.16, Synergy_Loewe=-16.7, Synergy_HSA=-5.80. (2) Drug 1: C#CCC(CC1=CN=C2C(=N1)C(=NC(=N2)N)N)C3=CC=C(C=C3)C(=O)NC(CCC(=O)O)C(=O)O. Drug 2: C1CN(CCN1C(=O)CCBr)C(=O)CCBr. Cell line: MDA-MB-231. Synergy scores: CSS=13.5, Synergy_ZIP=-5.06, Synergy_Bliss=-3.71, Synergy_Loewe=-1.69, Synergy_HSA=-1.80. (3) Drug 1: C1CCC(C1)C(CC#N)N2C=C(C=N2)C3=C4C=CNC4=NC=N3. Drug 2: CNC(=O)C1=CC=CC=C1SC2=CC3=C(C=C2)C(=NN3)C=CC4=CC=CC=N4. Cell line: SK-MEL-28. Synergy scores: CSS=2.87, Synergy_ZIP=5.30, Synergy_Bliss=9.47, Synergy_Loewe=3.97, Synergy_HSA=4.79. (4) Drug 1: C1CN1P(=S)(N2CC2)N3CC3. Drug 2: CCN(CC)CCNC(=O)C1=C(NC(=C1C)C=C2C3=C(C=CC(=C3)F)NC2=O)C. Cell line: NCI-H322M. Synergy scores: CSS=-7.46, Synergy_ZIP=2.66, Synergy_Bliss=-1.63, Synergy_Loewe=-10.5, Synergy_HSA=-9.35. (5) Drug 1: CC1=C2C(C(=O)C3(C(CC4C(C3C(C(C2(C)C)(CC1OC(=O)C(C(C5=CC=CC=C5)NC(=O)OC(C)(C)C)O)O)OC(=O)C6=CC=CC=C6)(CO4)OC(=O)C)OC)C)OC. Drug 2: C#CCC(CC1=CN=C2C(=N1)C(=NC(=N2)N)N)C3=CC=C(C=C3)C(=O)NC(CCC(=O)O)C(=O)O. Cell line: HCC-2998. Synergy scores: CSS=53.0, Synergy_ZIP=6.45, Synergy_Bliss=5.11, Synergy_Loewe=3.18, Synergy_HSA=4.78. (6) Drug 1: CC1C(C(CC(O1)OC2CC(CC3=C2C(=C4C(=C3O)C(=O)C5=C(C4=O)C(=CC=C5)OC)O)(C(=O)C)O)N)O.Cl. Drug 2: C1C(C(OC1N2C=NC3=C2NC=NCC3O)CO)O. Cell line: M14. Synergy scores: CSS=6.43, Synergy_ZIP=-3.04, Synergy_Bliss=-0.628, Synergy_Loewe=-0.837, Synergy_HSA=-0.843.